This data is from Catalyst prediction with 721,799 reactions and 888 catalyst types from USPTO. The task is: Predict which catalyst facilitates the given reaction. (1) Reactant: [CH2:1]([N:8]1[CH2:12][CH2:11][CH:10]([C:13]2[CH2:18][CH2:17][CH2:16][CH2:15][CH:14]=2)[C:9]1=[O:19])[C:2]1[CH:7]=[CH:6][CH:5]=[CH:4][CH:3]=1. Product: [CH2:1]([N:8]1[CH2:12][CH2:11][CH:10]([CH:13]2[CH2:18][CH2:17][CH2:16][CH2:15][CH2:14]2)[C:9]1=[O:19])[C:2]1[CH:7]=[CH:6][CH:5]=[CH:4][CH:3]=1. The catalyst class is: 352. (2) The catalyst class is: 7. Product: [F:21][C:22]1([F:27])[CH2:26][CH2:25][N:24]([C:3]2[N:8]=[CH:7][N:6]=[C:5]([N:9]3[C:13](=[O:14])[C:12]([N:15]4[CH:19]=[CH:18][N:17]=[N:16]4)=[CH:11][NH:10]3)[CH:4]=2)[CH2:23]1. Reactant: Cl.Cl[C:3]1[N:8]=[CH:7][N:6]=[C:5]([N:9]2[C:13](=[O:14])[C:12]([N:15]3[CH:19]=[CH:18][N:17]=[N:16]3)=[CH:11][NH:10]2)[CH:4]=1.Cl.[F:21][C:22]1([F:27])[CH2:26][CH2:25][NH:24][CH2:23]1.C(N(C(C)C)C(C)C)C. (3) Reactant: [Br:1][C:2]1[S:3][C:4]([C:13](=[O:31])[C:14]2[CH:19]=[CH:18][C:17]([C:20]#[C:21][C:22]3[CH:27]=[CH:26][CH:25]=[CH:24][CH:23]=3)=[C:16]([N+:28]([O-])=O)[CH:15]=2)=[CH:5][C:6]=1[CH2:7][C:8]([O:10][CH2:11][CH3:12])=[O:9].C([O-])(O)=O.[Na+]. Product: [Br:1][C:2]1[S:3][C:4]([C:13](=[O:31])[C:14]2[CH:19]=[CH:18][C:17]([C:20]#[C:21][C:22]3[CH:23]=[CH:24][CH:25]=[CH:26][CH:27]=3)=[C:16]([NH2:28])[CH:15]=2)=[CH:5][C:6]=1[CH2:7][C:8]([O:10][CH2:11][CH3:12])=[O:9]. The catalyst class is: 25. (4) Reactant: [NH2:1][CH2:2][C:3]([O:5][C:6]([CH3:9])([CH3:8])[CH3:7])=[O:4].[C:10]([O-])(O)=[O:11].[Na+].ClC(Cl)(OC(=O)OC(Cl)(Cl)Cl)Cl. Product: [N:1]([CH2:2][C:3]([O:5][C:6]([CH3:9])([CH3:8])[CH3:7])=[O:4])=[C:10]=[O:11]. The catalyst class is: 2.